Dataset: Forward reaction prediction with 1.9M reactions from USPTO patents (1976-2016). Task: Predict the product of the given reaction. (1) Given the reactants [CH3:1][O:2][CH2:3][O:4][C:5]1[CH:10]=[CH:9][C:8](/[CH:11]=[CH:12]/[C:13]([NH:15][CH2:16][CH2:17][CH2:18][CH2:19][CH2:20][CH2:21][CH2:22][CH2:23][CH3:24])=[O:14])=[CH:7][CH:6]=1.[N-:25]=[N+:26]=[N-:27].[Na+].[N+]([O-])([O-])=O.[Ce+4].[NH4+].[NH4+].[N+]([O-])([O-])=O.[N+]([O-])([O-])=O.[N+]([O-])([O-])=O.[N+]([O-])([O-])=O.[N+]([O-])([O-])=O.[H-].[Na+], predict the reaction product. The product is: [N:25](/[C:12](=[CH:11]\[C:8]1[CH:9]=[CH:10][C:5]([O:4][CH2:3][O:2][CH3:1])=[CH:6][CH:7]=1)/[C:13]([NH:15][CH2:16][CH2:17][CH2:18][CH2:19][CH2:20][CH2:21][CH2:22][CH2:23][CH3:24])=[O:14])=[N+:26]=[N-:27]. (2) The product is: [CH3:15][O:16][C:17](=[O:25])[C:18]1[CH:23]=[CH:22][C:21]([S:24][C:2]2[CH:14]=[CH:13][C:5]([CH2:6][N:7]3[CH2:12][CH2:11][O:10][CH2:9][CH2:8]3)=[CH:4][CH:3]=2)=[CH:20][CH:19]=1. Given the reactants I[C:2]1[CH:14]=[CH:13][C:5]([CH2:6][N:7]2[CH2:12][CH2:11][O:10][CH2:9][CH2:8]2)=[CH:4][CH:3]=1.[CH3:15][O:16][C:17](=[O:25])[C:18]1[CH:23]=[CH:22][C:21]([SH:24])=[CH:20][CH:19]=1.C([O-])([O-])=O.[K+].[K+], predict the reaction product. (3) The product is: [CH2:3]([O:28][C:10](=[O:12])[C:9]([NH:7][CH:8]=[O:25])=[CH:14][C:15]([CH3:22])([CH3:16])[C:18]([CH3:21])([CH3:20])[CH3:19])[CH3:4]. Given the reactants O([C:3](C)(C)[CH3:4])[K].[N+:7]([CH2:9][C:10]([O:12]C)=O)#[C-:8].[CH3:14][C:15]([CH3:22])([C:18]([CH3:21])([CH3:20])[CH3:19])[CH:16]=O.CC[O:25]CC.[OH2:28], predict the reaction product. (4) The product is: [CH3:10][C:2]([N:13]1[CH2:18][CH2:17][C:16](=[O:19])[CH2:15][CH2:14]1)([CH3:11])[C:3]([O:5][C:6]([CH3:9])([CH3:8])[CH3:7])=[O:4]. Given the reactants Br[C:2]([CH3:11])([CH3:10])[C:3]([O:5][C:6]([CH3:9])([CH3:8])[CH3:7])=[O:4].Cl.[NH:13]1[CH2:18][CH2:17][C:16](=[O:19])[CH2:15][CH2:14]1.C(=O)([O-])[O-].[K+].[K+], predict the reaction product. (5) Given the reactants N[N:2]1[C:7](=[O:8])[C:6]([C:9]2[NH:14][C:13]3[CH:15]=[CH:16][CH:17]=[CH:18][C:12]=3[S:11](=[O:20])(=[O:19])[N:10]=2)=[C:5]([OH:21])[C:4]2[S:22][CH:23]=[CH:24][C:3]1=2.[CH:25](=O)[CH2:26][CH2:27][CH3:28].C[N:31](C)C(=O)C, predict the reaction product. The product is: [CH:25](=[N:31][C:23]1[S:22][C:4]2[C:5]([OH:21])=[C:6]([C:9]3[NH:14][C:13]4[CH:15]=[CH:16][CH:17]=[CH:18][C:12]=4[S:11](=[O:20])(=[O:19])[N:10]=3)[C:7](=[O:8])[NH:2][C:3]=2[CH:24]=1)[CH2:26][CH2:27][CH3:28].